This data is from Full USPTO retrosynthesis dataset with 1.9M reactions from patents (1976-2016). The task is: Predict the reactants needed to synthesize the given product. (1) Given the product [Cl:15][C:11]1[C:12]([CH3:14])=[CH:13][C:8]2[N:7]=[C:25]([C:26]3[CH:31]=[CH:30][CH:29]=[C:28]([C:32]4[CH:37]=[CH:36][N:35]=[CH:34][N:33]=4)[CH:27]=3)[CH2:24][C:23](=[O:39])[NH:16][C:9]=2[CH:10]=1, predict the reactants needed to synthesize it. The reactants are: C(OC(=O)[NH:7][C:8]1[CH:13]=[C:12]([CH3:14])[C:11]([Cl:15])=[CH:10][C:9]=1[NH2:16])(C)(C)C.C(O[C:23](=[O:39])[CH2:24][C:25](=O)[C:26]1[CH:31]=[CH:30][CH:29]=[C:28]([C:32]2[CH:37]=[CH:36][N:35]=[CH:34][N:33]=2)[CH:27]=1)(C)(C)C. (2) The reactants are: [F:1][C:2]1([F:20])[C:10]2[C:5](=[CH:6][CH:7]=[CH:8][CH:9]=2)[CH:4]([N:11]2[C:15]([CH2:16][OH:17])=[CH:14][N:13]=[CH:12]2)[C:3]1([CH3:19])[CH3:18].[H-].[Na+].I[CH2:24][CH3:25]. Given the product [F:20][C:2]1([F:1])[C:10]2[C:5](=[CH:6][CH:7]=[CH:8][CH:9]=2)[CH:4]([N:11]2[C:15]([CH2:16][O:17][CH2:24][CH3:25])=[CH:14][N:13]=[CH:12]2)[C:3]1([CH3:18])[CH3:19], predict the reactants needed to synthesize it. (3) Given the product [CH2:1]([S:15][CH2:16][CH2:17][O:18][C:25](=[O:27])[CH3:26])[CH2:2][CH2:3][CH2:4][CH2:5][CH2:6][CH2:7][CH2:8][CH2:9][CH2:10][CH2:11][CH2:12][CH2:13][CH3:14], predict the reactants needed to synthesize it. The reactants are: [CH2:1]([S:15][CH2:16][CH2:17][OH:18])[CH2:2][CH2:3][CH2:4][CH2:5][CH2:6][CH2:7][CH2:8][CH2:9][CH2:10][CH2:11][CH2:12][CH2:13][CH3:14].N1C=CC=CC=1.[C:25](Cl)(=[O:27])[CH3:26].[NH4+].[Cl-].